From a dataset of Reaction yield outcomes from USPTO patents with 853,638 reactions. Predict the reaction yield, written as a fraction of the theoretical maximum amount of product (1.0 means a 100% yield; for example, 0.34 means a 34% yield). (1) The product is [CH2:1]([NH:8][C:9]1[CH:14]=[C:13]([N:15]2[CH:19]=[CH:18][N:17]=[CH:16]2)[C:12]([NH2:20])=[CH:11][C:10]=1[C:23]([F:26])([F:24])[F:25])[C:2]1[CH:3]=[CH:4][CH:5]=[CH:6][CH:7]=1. The yield is 0.960. The reactants are [CH2:1]([NH:8][C:9]1[CH:14]=[C:13]([N:15]2[CH:19]=[CH:18][N:17]=[CH:16]2)[C:12]([N+:20]([O-])=O)=[CH:11][C:10]=1[C:23]([F:26])([F:25])[F:24])[C:2]1[CH:7]=[CH:6][CH:5]=[CH:4][CH:3]=1.O.O.[Sn](Cl)(Cl)(Cl)Cl. The catalyst is C(O)C. (2) The reactants are [Br:1][C:2]1[CH:3]=[CH:4][C:5]([OH:18])=[C:6]([C:8](=[O:17])[CH2:9][C:10]2[CH:15]=[CH:14][CH:13]=[C:12]([F:16])[CH:11]=2)[CH:7]=1.[C:19](OC(=O)CC)(=O)[CH2:20][CH3:21].Cl. The catalyst is C(N(CC)CC)C. The product is [Br:1][C:2]1[CH:7]=[C:6]2[C:5](=[CH:4][CH:3]=1)[O:18][C:19]([CH2:20][CH3:21])=[C:9]([C:10]1[CH:15]=[CH:14][CH:13]=[C:12]([F:16])[CH:11]=1)[C:8]2=[O:17]. The yield is 0.390. (3) The catalyst is CN(C=O)C. The reactants are [OH:1][B:2]1[C:6]2[CH:7]=[CH:8][C:9]([CH:11]=[N:12][OH:13])=[CH:10][C:5]=2[C:4]([CH3:15])([CH3:14])[O:3]1.C1C(=O)N([Cl:23])C(=O)C1. The yield is 0.860. The product is [OH:13][N:12]=[C:11]([Cl:23])[C:9]1[CH:8]=[CH:7][C:6]2[B:2]([OH:1])[O:3][C:4]([CH3:15])([CH3:14])[C:5]=2[CH:10]=1.